The task is: Predict which catalyst facilitates the given reaction.. This data is from Catalyst prediction with 721,799 reactions and 888 catalyst types from USPTO. (1) Reactant: OC1C(C(N[C@H](C2C=CC=CC=2P(C)(=O)OCC)C2C=CC=CC=2)=O)=CN=C(N2C=CC=N2)N=1.[OH:35][C:36]1[C:41]([C:42]([NH:44][C@@H:45]([C:58]2[CH:63]=[CH:62][CH:61]=[CH:60][CH:59]=2)[C:46]2[CH:47]=[C:48]([P:52]([CH3:57])(=[O:56])[O:53]CC)[CH:49]=[CH:50][CH:51]=2)=[O:43])=[CH:40][N:39]=[C:38]([N:64]2[CH:68]=[CH:67][CH:66]=[N:65]2)[N:37]=1.[OH-].[Na+]. Product: [OH:35][C:36]1[C:41]([C:42]([NH:44][C@@H:45]([C:58]2[CH:63]=[CH:62][CH:61]=[CH:60][CH:59]=2)[C:46]2[CH:47]=[C:48]([P:52]([CH3:57])(=[O:53])[OH:56])[CH:49]=[CH:50][CH:51]=2)=[O:43])=[CH:40][N:39]=[C:38]([N:64]2[CH:68]=[CH:67][CH:66]=[N:65]2)[N:37]=1. The catalyst class is: 12. (2) Reactant: [N:1]1[CH:6]=[CH:5][C:4]([NH:7][C:8]2[C:16]3[C:11](=[CH:12][CH:13]=[CH:14][CH:15]=3)[NH:10][C:9]=2[C:17]([O:19][CH2:20][CH3:21])=[O:18])=[CH:3][CH:2]=1.CC(C)([O-])C.[K+].O1CCCC1.Br[CH2:34][C:35]([O:37][CH2:38][CH3:39])=[O:36]. Product: [CH2:20]([O:19][C:17]([C:9]1[N:10]([CH2:34][C:35]([O:37][CH2:38][CH3:39])=[O:36])[C:11]2[C:16]([C:8]=1[NH:7][C:4]1[CH:5]=[CH:6][N:1]=[CH:2][CH:3]=1)=[CH:15][CH:14]=[CH:13][CH:12]=2)=[O:18])[CH3:21]. The catalyst class is: 9. (3) Reactant: [CH3:1][CH:2]1[N:7]([C:8](=[O:20])[C:9]2[CH:14]=[CH:13][CH:12]=[CH:11][C:10]=2[N:15]2[N:19]=[CH:18][CH:17]=[N:16]2)[CH2:6][CH:5]([O:21][C:22]2[CH:27]=[C:26]([C:28](=[O:30])[CH3:29])[CH:25]=[CH:24][N:23]=2)[CH2:4][CH2:3]1.[CH2:31]([Mg]Br)[CH3:32].[NH4+].[Cl-]. Product: [CH3:1][C@H:2]1[N:7]([C:8]([C:9]2[CH:14]=[CH:13][CH:12]=[CH:11][C:10]=2[N:15]2[N:19]=[CH:18][CH:17]=[N:16]2)=[O:20])[CH2:6][C@H:5]([O:21][C:22]2[CH:27]=[C:26]([C:28]([OH:30])([CH2:31][CH3:32])[CH3:29])[CH:25]=[CH:24][N:23]=2)[CH2:4][CH2:3]1. The catalyst class is: 1. (4) Reactant: [CH3:1][S:2]([NH:5][CH:6]1[CH2:10][CH2:9][CH:8]([NH:11][C:12]([C:14]2[C:22]3[C:17](=[N:18][CH:19]=[C:20]([C:23]4[C:31]5[C:26](=[CH:27][C:28]([Cl:32])=[CH:29][CH:30]=5)[N:25]([CH3:33])[N:24]=4)[N:21]=3)[N:16](COCC[Si](C)(C)C)[CH:15]=2)=[O:13])[CH2:7]1)(=[O:4])=[O:3].FC(F)(F)C(O)=O.C(N)CN. Product: [CH3:1][S:2]([NH:5][CH:6]1[CH2:10][CH2:9][CH:8]([NH:11][C:12]([C:14]2[C:22]3[C:17](=[N:18][CH:19]=[C:20]([C:23]4[C:31]5[C:26](=[CH:27][C:28]([Cl:32])=[CH:29][CH:30]=5)[N:25]([CH3:33])[N:24]=4)[N:21]=3)[NH:16][CH:15]=2)=[O:13])[CH2:7]1)(=[O:4])=[O:3]. The catalyst class is: 4. (5) Reactant: [H-].[Al+3].[Li+].[H-].[H-].[H-].[CH2:7]([C:9]1([C:14]2[CH:19]=[CH:18][C:17]([C:20]3[C:25]([CH3:26])=[CH:24][CH:23]=[C:22]([CH2:27][CH2:28][C:29]4[CH:30]=[C:31]([C:39](OC)=[O:40])[C:32](=[CH:37][CH:38]=4)[C:33](OC)=[O:34])[CH:21]=3)=[C:16]([CH2:43][CH2:44][CH3:45])[CH:15]=2)[O:13][CH2:12][CH2:11][O:10]1)[CH3:8].O.[OH-].[Na+]. Product: [CH2:7]([C:9]1([C:14]2[CH:19]=[CH:18][C:17]([C:20]3[C:25]([CH3:26])=[CH:24][CH:23]=[C:22]([CH2:27][CH2:28][C:29]4[CH:38]=[CH:37][C:32]([CH2:33][OH:34])=[C:31]([CH2:39][OH:40])[CH:30]=4)[CH:21]=3)=[C:16]([CH2:43][CH2:44][CH3:45])[CH:15]=2)[O:10][CH2:11][CH2:12][O:13]1)[CH3:8]. The catalyst class is: 1. (6) Reactant: [I-:1].[Na+].[C:3]([CH:5]1[CH2:10][CH2:9][N:8]([C:11](=[O:37])[C@H:12]([NH:16][C:17]([C:19]2[C:27]3[C:22](=[N:23][CH:24]=[C:25](Br)[N:26]=3)[N:21]([CH2:29][O:30][CH2:31][CH2:32][Si:33]([CH3:36])([CH3:35])[CH3:34])[CH:20]=2)=[O:18])[CH:13]2[CH2:15][CH2:14]2)[CH2:7][CH2:6]1)#[N:4].CN[C@@H]1CCCC[C@H]1NC. Product: [C:3]([CH:5]1[CH2:10][CH2:9][N:8]([C:11](=[O:37])[C@H:12]([NH:16][C:17]([C:19]2[C:27]3[C:22](=[N:23][CH:24]=[C:25]([I:1])[N:26]=3)[N:21]([CH2:29][O:30][CH2:31][CH2:32][Si:33]([CH3:36])([CH3:35])[CH3:34])[CH:20]=2)=[O:18])[CH:13]2[CH2:15][CH2:14]2)[CH2:7][CH2:6]1)#[N:4]. The catalyst class is: 321. (7) Reactant: [Cl:1][C:2]1[C:7]([Cl:8])=[C:6](I)[CH:5]=[CH:4][N:3]=1.Cl.[NH:11]1[CH2:16][CH2:15][C:14]2([C:24]3[C:19](=[CH:20][CH:21]=[CH:22][CH:23]=3)[CH2:18][O:17]2)[CH2:13][CH2:12]1.CCN(C(C)C)C(C)C.C([O-])(O)=O.[Na+]. Product: [Cl:1][C:2]1[C:7]([Cl:8])=[C:6]([N:11]2[CH2:16][CH2:15][C:14]3([C:24]4[CH:23]=[CH:22][CH:21]=[CH:20][C:19]=4[CH2:18][O:17]3)[CH2:13][CH2:12]2)[CH:5]=[CH:4][N:3]=1. The catalyst class is: 210. (8) Reactant: [CH3:1][O:2][C:3]1[CH:4]=[C:5]2[C:10](=[CH:11][C:12]=1[O:13][CH3:14])[N:9]=[CH:8][CH:7]=[C:6]2[O:15][C:16]1[CH:22]=[CH:21][C:19]([NH2:20])=[CH:18][CH:17]=1.[C:23]1(C)C=C[CH:26]=[CH:25][CH:24]=1.[CH2:30]([N:32]([CH2:35]C)CC)C.ClC(Cl)([O:40][C:41](=O)[O:42]C(Cl)(Cl)Cl)Cl. Product: [CH3:1][O:2][C:3]1[CH:4]=[C:5]2[C:10](=[CH:11][C:12]=1[O:13][CH3:14])[N:9]=[CH:8][CH:7]=[C:6]2[O:15][C:16]1[CH:22]=[CH:21][C:19]([NH:20][C:41](=[O:40])[O:42][CH2:23][CH2:24][CH2:25][CH2:26][N:32]([CH3:35])[CH3:30])=[CH:18][CH:17]=1. The catalyst class is: 2.